Dataset: Forward reaction prediction with 1.9M reactions from USPTO patents (1976-2016). Task: Predict the product of the given reaction. (1) Given the reactants C[N:2]1[C:10]2[N:9]=[C:8](OC3C=CC=C(OC(F)(F)F)C=3)[N:7](COCC[Si](C)(C)C)[C:6]=2[C:5](=[O:31])[NH:4][C:3]1=[O:32].BrCCCOC1CCCCO1.C(=O)([O-])[O-].[K+].[K+], predict the reaction product. The product is: [NH:4]1[C:5](=[O:31])[C:6]2[NH:7][CH:8]=[N:9][C:10]=2[NH:2][C:3]1=[O:32]. (2) Given the reactants [Cl:1][C:2]1[N:7]=[C:6]([Cl:8])[C:5]([CH3:9])=[CH:4][N:3]=1.[NH:10]([CH3:12])[CH3:11], predict the reaction product. The product is: [Cl:1][C:2]1[N:7]=[C:6]([N:10]([CH3:12])[CH3:11])[C:5]([CH3:9])=[CH:4][N:3]=1.[Cl:8][C:6]1[C:5]([CH3:9])=[CH:4][N:3]=[C:2]([N:10]([CH3:12])[CH3:11])[N:7]=1. (3) Given the reactants [CH3:1][O:2][CH2:3][CH2:4][C:5]([OH:7])=O.[Br:8][C:9]1[CH:10]=[C:11]([CH:13]=[CH:14][CH:15]=1)[NH2:12], predict the reaction product. The product is: [Br:8][C:9]1[CH:10]=[C:11]([NH:12][C:5](=[O:7])[CH2:4][CH2:3][O:2][CH3:1])[CH:13]=[CH:14][CH:15]=1. (4) Given the reactants [CH:1]1([N:7]2[C:11]3[CH:12]=[CH:13][C:14]([C:16]([OH:18])=O)=[CH:15][C:10]=3[N:9]=[C:8]2[C:19]2[CH:24]=[CH:23][CH:22]=[CH:21][N:20]=2)[CH2:6][CH2:5][CH2:4][CH2:3][CH2:2]1.[CH3:25][O:26][C:27]1[CH:28]=[C:29]([CH:33]=[CH:34][C:35]=1[O:36][CH3:37])[CH2:30][CH2:31][NH2:32].CN(C(ON1N=NC2C=CC=CC1=2)=[N+](C)C)C.[B-](F)(F)(F)F.CCN(C(C)C)C(C)C.[OH-].[Na+], predict the reaction product. The product is: [CH3:25][O:26][C:27]1[CH:28]=[C:29]([CH2:30][CH2:31][NH:32][C:16]([C:14]2[CH:13]=[CH:12][C:11]3[N:7]([CH:1]4[CH2:2][CH2:3][CH2:4][CH2:5][CH2:6]4)[C:8]([C:19]4[CH:24]=[CH:23][CH:22]=[CH:21][N:20]=4)=[N:9][C:10]=3[CH:15]=2)=[O:18])[CH:33]=[CH:34][C:35]=1[O:36][CH3:37]. (5) Given the reactants C([N:8]1[CH2:14][CH:13]([C:15]2[CH:20]=[CH:19][C:18]([Cl:21])=[C:17]([Cl:22])[CH:16]=2)[CH:12]([CH2:23][O:24][Si](C(C)(C)C)(C)C)[O:11][CH2:10][CH2:9]1)C1C=CC=CC=1.ClC(OC(Cl)C)=O, predict the reaction product. The product is: [ClH:21].[Cl:22][C:17]1[CH:16]=[C:15]([CH:13]2[CH:12]([CH2:23][OH:24])[O:11][CH2:10][CH2:9][NH:8][CH2:14]2)[CH:20]=[CH:19][C:18]=1[Cl:21]. (6) Given the reactants C([Li])CCC.C(OP([CH2:14][C:15]1[CH:20]=[CH:19][C:18]([S:21]([CH3:24])(=[O:23])=[O:22])=[CH:17][CH:16]=1)(=O)OCC)C.C([O:29][C:30]([N:32]1[CH2:42][CH2:41][C:35]2([O:39][CH:38](O)[CH2:37][CH2:36]2)[CH2:34][CH2:33]1)=[O:31])(C)(C)C.[NH4+].[Cl-], predict the reaction product. The product is: [OH:39][C:35]1([CH2:36][CH2:37]/[CH:38]=[CH:14]/[C:15]2[CH:16]=[CH:17][C:18]([S:21]([CH3:24])(=[O:22])=[O:23])=[CH:19][CH:20]=2)[CH2:34][CH2:33][N:32]([C:30]([OH:31])=[O:29])[CH2:42][CH2:41]1. (7) Given the reactants [Br:1][CH2:2][CH2:3][CH2:4][CH2:5][CH2:6][CH2:7][C:8]1([CH2:30][CH2:31][CH2:32][CH2:33][CH2:34][CH2:35][Br:36])[C:20]2[C:19](B3OC(C)(C)C(C)(C)O3)=[CH:18][CH:17]=[CH:16][C:15]=2[C:14]2[C:9]1=[CH:10][CH:11]=[CH:12][CH:13]=2.Br[C:38]1[C:43]2[N:44]=[N:45][S:46][C:42]=2[C:41]([Br:47])=[CH:40][CH:39]=1.C(=O)([O-])[O-].[K+].[K+].O, predict the reaction product. The product is: [Br:1][CH2:2][CH2:3][CH2:4][CH2:5][CH2:6][CH2:7][C:8]1([CH2:30][CH2:31][CH2:32][CH2:33][CH2:34][CH2:35][Br:36])[C:9]2[C:10]([C:38]3[C:43]4[N:44]=[N:45][S:46][C:42]=4[C:41]([Br:47])=[CH:40][CH:39]=3)=[CH:11][CH:12]=[CH:13][C:14]=2[C:15]2[C:20]1=[CH:19][CH:18]=[CH:17][CH:16]=2. (8) Given the reactants C([N:4]([CH2:8]C)C(C)C)(C)C.[Br:10][C:11]1[S:15][CH:14]=[C:13](C(O)=O)[CH:12]=1.C1(P(N=[N+]=[N-])(C2C=CC=CC=2)=[O:26])C=CC=CC=1.[NH3:36], predict the reaction product. The product is: [Br:10][C:11]1[S:15][CH:14]=[C:13]([NH:36][C:8]([NH2:4])=[O:26])[CH:12]=1. (9) The product is: [CH3:20][O:21][C:22]1[CH:27]=[CH:26][C:25]([NH:28][C:29]([O:1][CH2:2][CH2:3][C:4]2[CH:5]=[C:6]([CH:17]=[CH:18][CH:19]=2)[CH2:7][CH:8]([C:9]([O:11][CH3:12])=[O:10])[C:13]([O:15][CH3:16])=[O:14])=[O:30])=[CH:24][CH:23]=1. Given the reactants [OH:1][CH2:2][CH2:3][C:4]1[CH:5]=[C:6]([CH:17]=[CH:18][CH:19]=1)[CH2:7][CH:8]([C:13]([O:15][CH3:16])=[O:14])[C:9]([O:11][CH3:12])=[O:10].[CH3:20][O:21][C:22]1[CH:27]=[CH:26][C:25]([N:28]=[C:29]=[O:30])=[CH:24][CH:23]=1, predict the reaction product.